Task: Predict the reactants needed to synthesize the given product.. Dataset: Full USPTO retrosynthesis dataset with 1.9M reactions from patents (1976-2016) (1) Given the product [C:1]([O:5][C:6]([N:8]([C:32]([O:34][C:35]([CH3:38])([CH3:37])[CH3:36])=[O:33])[C:9]1[C:10]([C:16]2[N:20]([C:21]([O:23][C:24]([CH3:27])([CH3:26])[CH3:25])=[O:22])[C:19]3[CH:28]=[CH:29][CH:30]=[CH:31][C:18]=3[N:17]=2)=[N:11][C:12]([C:47]2[CH2:52][CH2:51][N:50]([C:53]([O:55][C:56]([CH3:59])([CH3:58])[CH3:57])=[O:54])[CH2:49][CH:48]=2)=[CH:13][N:14]=1)=[O:7])([CH3:4])([CH3:3])[CH3:2], predict the reactants needed to synthesize it. The reactants are: [C:1]([O:5][C:6]([N:8]([C:32]([O:34][C:35]([CH3:38])([CH3:37])[CH3:36])=[O:33])[C:9]1[C:10]([C:16]2[N:20]([C:21]([O:23][C:24]([CH3:27])([CH3:26])[CH3:25])=[O:22])[C:19]3[CH:28]=[CH:29][CH:30]=[CH:31][C:18]=3[N:17]=2)=[N:11][C:12](Br)=[CH:13][N:14]=1)=[O:7])([CH3:4])([CH3:3])[CH3:2].CC1(C)C(C)(C)OB([C:47]2[CH2:48][CH2:49][N:50]([C:53]([O:55][C:56]([CH3:59])([CH3:58])[CH3:57])=[O:54])[CH2:51][CH:52]=2)O1.C(P(C(C)(C)C)C1C=CC(N(C)C)=CC=1)(C)(C)C.C([O-])([O-])=O.[K+].[K+]. (2) Given the product [C:1]([O:6][CH2:7][C:8]([Cl:18])=[O:10])(=[O:5])[C:2]([CH3:4])=[CH2:3], predict the reactants needed to synthesize it. The reactants are: [C:1]([O:6][CH2:7][C:8]([OH:10])=O)(=[O:5])[C:2]([CH3:4])=[CH2:3].CN(C)C=O.S(Cl)([Cl:18])=O.